From a dataset of Forward reaction prediction with 1.9M reactions from USPTO patents (1976-2016). Predict the product of the given reaction. (1) Given the reactants [NH2:1][C:2]1[C:7]2=[C:8]([C:24]3[CH:29]=[CH:28][C:27]([NH:30][C:31]([NH:33][C:34]4[CH:39]=[C:38]([C:40]([F:43])([F:42])[F:41])[CH:37]=[CH:36][N:35]=4)=[O:32])=[C:26]([F:44])[CH:25]=3)[CH:9]=[C:10]([CH:11]3[CH2:16][CH2:15][N:14](C(OC(C)(C)C)=O)[CH2:13][CH2:12]3)[N:6]2[N:5]=[CH:4][N:3]=1.C(O)(C(F)(F)F)=O.C(OCC)(=O)C, predict the reaction product. The product is: [NH2:1][C:2]1[C:7]2=[C:8]([C:24]3[CH:29]=[CH:28][C:27]([NH:30][C:31]([NH:33][C:34]4[CH:39]=[C:38]([C:40]([F:42])([F:43])[F:41])[CH:37]=[CH:36][N:35]=4)=[O:32])=[C:26]([F:44])[CH:25]=3)[CH:9]=[C:10]([CH:11]3[CH2:16][CH2:15][NH:14][CH2:13][CH2:12]3)[N:6]2[N:5]=[CH:4][N:3]=1. (2) Given the reactants [N:1]1([CH2:6][CH2:7][CH2:8][O:9][C:10]2[CH:15]=[CH:14][C:13]([C:16]3([CH:22]=O)[CH2:21][CH2:20][O:19][CH2:18][CH2:17]3)=[CH:12][CH:11]=2)[CH2:5][CH2:4][CH2:3][CH2:2]1.[NH:24]1[CH2:28][CH2:27][CH:26]([OH:29])[CH2:25]1, predict the reaction product. The product is: [N:1]1([CH2:6][CH2:7][CH2:8][O:9][C:10]2[CH:15]=[CH:14][C:13]([C:16]3([CH2:22][N:24]4[CH2:28][CH2:27][CH:26]([OH:29])[CH2:25]4)[CH2:21][CH2:20][O:19][CH2:18][CH2:17]3)=[CH:12][CH:11]=2)[CH2:5][CH2:4][CH2:3][CH2:2]1. (3) Given the reactants CN1[CH2:7][CH2:6][N:5]([C:8]2[CH:13]=[CH:12][C:11]([C:14](=[S:16])[NH2:15])=[CH:10][CH:9]=2)[CH2:4]C1.[CH:17]12[O:23][CH:22]1[CH2:21][CH2:20][CH2:19][C:18]2=O, predict the reaction product. The product is: [CH2:6]([N:5]([CH3:4])[C:8]1[CH:9]=[CH:10][C:11]([C:14]2[S:16][C:21]3[CH:22]([OH:23])[CH2:17][CH2:18][CH2:19][C:20]=3[N:15]=2)=[CH:12][CH:13]=1)[CH3:7]. (4) Given the reactants [N+:1]([O-:4])([O-:3])=[O:2].[NH4+:5].[S:6]([O-:10])([O-:9])(=[O:8])=[O:7].[NH4+].[NH4+], predict the reaction product. The product is: [N+:1]([O-:4])([O-:3])=[O:2].[S:6]([O-:10])([O-:9])(=[O:8])=[O:7].[NH4+:5].[NH4+:1].[NH4+:1]. (5) Given the reactants N1C=C(C2C=NC=CC=2)N=C1.BrCC[N:15]1[C:19](=[O:20])[C:18]2=[CH:21][CH:22]=[CH:23][CH:24]=[C:17]2[C:16]1=[O:25].[H-].[Na+].C(=O)([O-])O.[Na+], predict the reaction product. The product is: [C:19]1(=[O:20])[NH:15][C:16](=[O:25])[C:17]2=[CH:24][CH:23]=[CH:22][CH:21]=[C:18]12. (6) Given the reactants [C:1]([NH:9][C:10]1[C:11](=[O:27])[N:12]([C@@H:16]([CH2:20][C:21]2[CH:26]=[CH:25][CH:24]=[CH:23][CH:22]=2)[C:17](O)=[O:18])[CH:13]=[CH:14][CH:15]=1)(=[O:8])[C:2]1[CH:7]=[CH:6][CH:5]=[CH:4][CH:3]=1.[C:28]([O:32][C:33](=[O:41])[CH2:34][CH:35]([NH2:40])[CH:36]([OH:39])[CH2:37][F:38])([CH3:31])([CH3:30])[CH3:29].C1C=CC2N(O)N=NC=2C=1.C(Cl)CCl, predict the reaction product. The product is: [C:28]([O:32][C:33](=[O:41])[CH2:34][CH:35]([NH:40][C:17](=[O:18])[C@@H:16]([N:12]1[CH:13]=[CH:14][CH:15]=[C:10]([NH:9][C:1](=[O:8])[C:2]2[CH:3]=[CH:4][CH:5]=[CH:6][CH:7]=2)[C:11]1=[O:27])[CH2:20][C:21]1[CH:26]=[CH:25][CH:24]=[CH:23][CH:22]=1)[CH:36]([OH:39])[CH2:37][F:38])([CH3:31])([CH3:29])[CH3:30]. (7) Given the reactants [OH:1][CH2:2][C:3]([N:6]1[C:14](=[O:15])[C:13]2[C:8](=[CH:9][CH:10]=[CH:11][CH:12]=2)[C:7]1=[O:16])([CH3:5])[CH3:4].CC(OI1(OC(C)=O)(OC(C)=O)OC(=O)C2C=CC=CC1=2)=O, predict the reaction product. The product is: [O:16]=[C:7]1[C:8]2[C:13](=[CH:12][CH:11]=[CH:10][CH:9]=2)[C:14](=[O:15])[N:6]1[C:3]([CH3:5])([CH3:4])[CH:2]=[O:1].